The task is: Predict the reactants needed to synthesize the given product.. This data is from Full USPTO retrosynthesis dataset with 1.9M reactions from patents (1976-2016). (1) The reactants are: [CH3:1][O:2][C:3]1[CH:8]=[CH:7][C:6]([NH2:9])=[C:5]([N+:10]([O-:12])=[O:11])[CH:4]=1.[Br:13][C:14]1[CH:15]=[CH:16][C:17]([N+]([O-])=O)=[N:18][CH:19]=1.CC([O-])(C)C.[K+]. Given the product [Br:13][C:14]1[CH:15]=[CH:16][C:17]([NH:9][C:6]2[CH:7]=[CH:8][C:3]([O:2][CH3:1])=[CH:4][C:5]=2[N+:10]([O-:12])=[O:11])=[N:18][CH:19]=1, predict the reactants needed to synthesize it. (2) Given the product [CH2:26]([O:25][C:23]1[C:24]2[C:16]([CH2:15][C:12]3[CH:13]=[CH:14][C:9]([NH:8][C:5]4[CH:6]=[N:7][CH:2]=[CH:3][CH:4]=4)=[N:10][C:11]=3[F:28])=[CH:17][NH:18][C:19]=2[N:20]=[CH:21][N:22]=1)[CH3:27], predict the reactants needed to synthesize it. The reactants are: Br[C:2]1[N:7]=[CH:6][C:5]([NH:8][C:9]2[CH:14]=[CH:13][C:12]([CH2:15][C:16]3[C:24]4[C:23]([O:25][CH2:26][CH3:27])=[N:22][CH:21]=[N:20][C:19]=4[NH:18][CH:17]=3)=[C:11]([F:28])[N:10]=2)=[CH:4][CH:3]=1.C([Li])(C)(C)C.O.